Dataset: Forward reaction prediction with 1.9M reactions from USPTO patents (1976-2016). Task: Predict the product of the given reaction. Given the reactants C([O:3][C:4]([C:6]1[CH:7]=[N:8][C:9]2[C:14]([C:15]=1[Br:16])=[CH:13][C:12]([O:17][CH3:18])=[CH:11][CH:10]=2)=[O:5])C.[OH-].[Na+].CO.C(Cl)Cl.Cl, predict the reaction product. The product is: [Br:16][C:15]1[C:14]2[C:9](=[CH:10][CH:11]=[C:12]([O:17][CH3:18])[CH:13]=2)[N:8]=[CH:7][C:6]=1[C:4]([OH:5])=[O:3].